From a dataset of Catalyst prediction with 721,799 reactions and 888 catalyst types from USPTO. Predict which catalyst facilitates the given reaction. (1) Reactant: [NH:1]1[C:5]2=[N:6][CH:7]=[CH:8][CH:9]=[C:4]2[C:3]([NH2:10])=[N:2]1.Cl[CH2:12][C:13]([N:15]1[CH2:20][CH2:19][N:18]([C:21]2[CH:26]=[C:25]([O:27][CH3:28])[C:24]([Cl:29])=[CH:23][C:22]=2[F:30])[CH2:17][CH:16]1[CH3:31])=[O:14].C([O-])([O-])=O.[K+].[K+]. Product: [NH2:10][C:3]1[C:4]2[C:5](=[N:6][CH:7]=[CH:8][CH:9]=2)[N:1]([CH2:12][C:13]([N:15]2[CH2:20][CH2:19][N:18]([C:21]3[CH:26]=[C:25]([O:27][CH3:28])[C:24]([Cl:29])=[CH:23][C:22]=3[F:30])[CH2:17][CH:16]2[CH3:31])=[O:14])[N:2]=1. The catalyst class is: 3. (2) Reactant: [C:1]1([C:7]([C:15]2[CH:20]=[CH:19][CH:18]=[CH:17][CH:16]=2)([C:9]2[CH:14]=[CH:13][CH:12]=[CH:11][CH:10]=2)[SH:8])[CH:6]=[CH:5][CH:4]=[CH:3][CH:2]=1.[CH:21]([CH:23]=[CH2:24])=[O:22].C(N(CC)CC)C. Product: [C:7]([S:8][CH2:24][CH2:23][CH:21]=[O:22])([C:1]1[CH:2]=[CH:3][CH:4]=[CH:5][CH:6]=1)([C:9]1[CH:10]=[CH:11][CH:12]=[CH:13][CH:14]=1)[C:15]1[CH:16]=[CH:17][CH:18]=[CH:19][CH:20]=1. The catalyst class is: 4. (3) Reactant: [C:1]([CH:4]1[CH2:9][CH2:8][CH2:7][N:6]([C:10]([NH:12][C:13]2[CH:14]=[CH:15][C:16]3[N:17]([CH:27]([CH3:29])[CH3:28])[C:18]4[C:23]([C:24]=3[C:25]=2[CH3:26])=[CH:22][CH:21]=[CH:20][CH:19]=4)=[O:11])[CH2:5]1)(O)=[O:2].[CH2:30]([N:32](CC)CC)C.C(OC(Cl)=O)C.CN. Product: [CH3:30][NH:32][C:1]([CH:4]1[CH2:9][CH2:8][CH2:7][N:6]([C:10]([NH:12][C:13]2[CH:14]=[CH:15][C:16]3[N:17]([CH:27]([CH3:28])[CH3:29])[C:18]4[C:23]([C:24]=3[C:25]=2[CH3:26])=[CH:22][CH:21]=[CH:20][CH:19]=4)=[O:11])[CH2:5]1)=[O:2]. The catalyst class is: 1.